Dataset: Full USPTO retrosynthesis dataset with 1.9M reactions from patents (1976-2016). Task: Predict the reactants needed to synthesize the given product. (1) Given the product [C:1]([C:5]1[CH:20]=[CH:19][C:8]([C:9]([NH:11][C:12]2[C:13]([NH:18][C:26](=[O:27])[C:25]3[CH:29]=[CH:30][C:22]([Cl:21])=[CH:23][CH:24]=3)=[CH:14][CH:15]=[CH:16][CH:17]=2)=[O:10])=[CH:7][CH:6]=1)([CH3:4])([CH3:2])[CH3:3], predict the reactants needed to synthesize it. The reactants are: [C:1]([C:5]1[CH:20]=[CH:19][C:8]([C:9]([NH:11][C:12]2[C:13]([NH2:18])=[CH:14][CH:15]=[CH:16][CH:17]=2)=[O:10])=[CH:7][CH:6]=1)([CH3:4])([CH3:3])[CH3:2].[Cl:21][C:22]1[CH:30]=[CH:29][C:25]([C:26](Cl)=[O:27])=[CH:24][CH:23]=1.C(=O)([O-])[O-].[K+].[K+].[OH-].[Na+]. (2) The reactants are: S(=O)(=O)(O)[OH:2].[Br:6][C:7]1[CH:8]=[C:9]([NH:13][C:14](=[O:18])[CH:15]=NO)[CH:10]=[CH:11][CH:12]=1. Given the product [Br:6][C:7]1[CH:8]=[C:9]2[C:10]([C:15](=[O:2])[C:14](=[O:18])[NH:13]2)=[CH:11][CH:12]=1, predict the reactants needed to synthesize it. (3) Given the product [NH:7]1[C:11]2[CH:12]=[CH:13][CH:14]=[CH:15][C:10]=2[N:9]=[C:8]1[C:16]1[O:17][C:18]2[CH:24]=[C:23]([C:25]3[CH:26]=[C:27]([OH:31])[CH:28]=[N:29][CH:30]=3)[CH:22]=[CH:21][C:19]=2[N:20]=1, predict the reactants needed to synthesize it. The reactants are: C[Si](C)(C)CCOC[N:7]1[C:11]2[CH:12]=[CH:13][CH:14]=[CH:15][C:10]=2[N:9]=[C:8]1[C:16]1[O:17][C:18]2[CH:24]=[C:23]([C:25]3[CH:26]=[C:27]([OH:31])[CH:28]=[N:29][CH:30]=3)[CH:22]=[CH:21][C:19]=2[N:20]=1.FC(F)(F)C(O)=O. (4) Given the product [NH:31]([C:40]([O:42][CH2:43][C:44]1[CH:49]=[CH:48][CH:47]=[CH:46][CH:45]=1)=[O:41])[CH2:32][C:33]([NH:35][CH2:36][C:37]([NH:1][CH2:2][C:3]([NH:5][CH2:6][C:7]([O:9][CH2:10][C:11]1[CH:12]=[CH:13][CH:14]=[CH:15][CH:16]=1)=[O:8])=[O:4])=[O:38])=[O:34], predict the reactants needed to synthesize it. The reactants are: [NH2:1][CH2:2][C:3]([NH:5][CH2:6][C:7]([O:9][CH2:10][C:11]1[CH:16]=[CH:15][CH:14]=[CH:13][CH:12]=1)=[O:8])=[O:4].FC(C(O)=O)(F)F.CN1CCOCC1.[NH:31]([C:40]([O:42][CH2:43][C:44]1[CH:49]=[CH:48][CH:47]=[CH:46][CH:45]=1)=[O:41])[CH2:32][C:33]([NH:35][CH2:36][C:37](O)=[O:38])=[O:34].C1C=CC2N(O)N=NC=2C=1.CCN=C=NCCCN(C)C.Cl. (5) Given the product [N:11]1([C:17]([C:19]2[CH:20]=[CH:21][C:22]([O:28][CH2:29][C:30]3[CH:35]=[CH:34][CH:33]=[CH:32][CH:31]=3)=[C:23]([CH:27]=2)[C:24]([NH:7][C:5]2[CH:4]=[N:9][CH:2]=[CH:1][CH:6]=2)=[O:26])=[O:18])[CH2:16][CH2:15][O:14][CH2:13][CH2:12]1, predict the reactants needed to synthesize it. The reactants are: [CH:1]1[CH:2]=C[C:4]2[N:9](O)N=[N:7][C:5]=2[CH:6]=1.[N:11]1([C:17]([C:19]2[CH:20]=[CH:21][C:22]([O:28][CH2:29][C:30]3[CH:35]=[CH:34][CH:33]=[CH:32][CH:31]=3)=[C:23]([CH:27]=2)[C:24]([OH:26])=O)=[O:18])[CH2:16][CH2:15][O:14][CH2:13][CH2:12]1.N1C=CC=C(N)C=1.C(Cl)CCl.